From a dataset of Forward reaction prediction with 1.9M reactions from USPTO patents (1976-2016). Predict the product of the given reaction. (1) Given the reactants C([O:3][C:4](=[O:34])[CH:5]([CH3:33])[CH2:6][C:7]1[CH:12]=[CH:11][CH:10]=[C:9]([N:13]2[C:17]([NH:18][C:19]([NH:21][C:22]3[CH:27]=[CH:26][C:25]([Cl:28])=[CH:24][CH:23]=3)=[O:20])=[CH:16][C:15]([C:29]([CH3:32])([CH3:31])[CH3:30])=[N:14]2)[CH:8]=1)C.[Li+].[OH-], predict the reaction product. The product is: [C:29]([C:15]1[CH:16]=[C:17]([NH:18][C:19]([NH:21][C:22]2[CH:23]=[CH:24][C:25]([Cl:28])=[CH:26][CH:27]=2)=[O:20])[N:13]([C:9]2[CH:8]=[C:7]([CH2:6][CH:5]([CH3:33])[C:4]([OH:34])=[O:3])[CH:12]=[CH:11][CH:10]=2)[N:14]=1)([CH3:32])([CH3:30])[CH3:31]. (2) The product is: [N:11]1([C:14]2[CH:19]=[C:18]([C:20](=[O:22])[CH3:21])[CH:17]=[CH:16][C:15]=2[CH:23]2[CH2:24][C:25]([CH3:31])([CH3:32])[CH2:26][C:27]([CH3:30])([CH3:29])[CH2:28]2)[CH2:12][CH2:13][NH:8][CH2:9][CH2:10]1. Given the reactants C(OC([N:8]1[CH2:13][CH2:12][N:11]([C:14]2[CH:19]=[C:18]([C:20](=[O:22])[CH3:21])[CH:17]=[CH:16][C:15]=2[CH:23]2[CH2:28][C:27]([CH3:30])([CH3:29])[CH2:26][C:25]([CH3:32])([CH3:31])[CH2:24]2)[CH2:10][CH2:9]1)=O)(C)(C)C.Cl.C(OCC)(=O)C.C(=O)([O-])O.[Na+], predict the reaction product. (3) Given the reactants [Cl:1][C:2]([Cl:18])([Cl:17])[CH2:3][O:4][C:5]([N:7]1[CH2:16][CH2:15][C:14]2[C:9](=[CH:10][CH:11]=[CH:12][CH:13]=2)[CH2:8]1)=[O:6].[Cl:19][S:20](O)(=[O:22])=[O:21], predict the reaction product. The product is: [Cl:18][C:2]([Cl:1])([Cl:17])[CH2:3][O:4][C:5]([N:7]1[CH2:16][CH2:15][C:14]2[C:9](=[CH:10][C:11]([S:20]([Cl:19])(=[O:22])=[O:21])=[CH:12][CH:13]=2)[CH2:8]1)=[O:6]. (4) Given the reactants C[O:2][C:3](=O)[C@@H:4]([N:18]1[CH2:23][CH2:22][N:21]([C:24](=[O:40])[NH:25][C:26]2[CH:31]=[CH:30][C:29]([C:32]([F:35])([F:34])[F:33])=[C:28]([C:36]([F:39])([F:38])[F:37])[CH:27]=2)[C@@H:20]([CH3:41])[C:19]1=[O:42])[CH2:5][CH2:6][C:7]([N:9]1[CH2:16][CH2:15][C:12]2([CH2:14][CH2:13]2)[C@H:11]([OH:17])[CH2:10]1)=[O:8].[Li+].[BH4-], predict the reaction product. The product is: [F:39][C:36]([F:37])([F:38])[C:28]1[CH:27]=[C:26]([NH:25][C:24]([N:21]2[CH2:22][CH2:23][N:18]([C@H:4]([CH2:3][OH:2])[CH2:5][CH2:6][C:7]([N:9]3[CH2:16][CH2:15][C:12]4([CH2:14][CH2:13]4)[C@H:11]([OH:17])[CH2:10]3)=[O:8])[C:19](=[O:42])[C@@H:20]2[CH3:41])=[O:40])[CH:31]=[CH:30][C:29]=1[C:32]([F:34])([F:35])[F:33]. (5) Given the reactants Cl[CH2:2][C:3]#[N:4].[CH2:5]([N:12]1[CH2:17][CH2:16][NH:15][CH2:14][CH2:13]1)[C:6]1[CH:11]=[CH:10][CH:9]=[CH:8][CH:7]=1, predict the reaction product. The product is: [CH2:5]([N:12]1[CH2:17][CH2:16][N:15]([CH2:2][C:3]#[N:4])[CH2:14][CH2:13]1)[C:6]1[CH:7]=[CH:8][CH:9]=[CH:10][CH:11]=1. (6) Given the reactants [CH3:1][C:2]1[CH:3]=[C:4]([N:9]2[CH:13]=[CH:12][C:11]([N+:14]([O-])=O)=[N:10]2)[CH:5]=[CH:6][C:7]=1[CH3:8], predict the reaction product. The product is: [CH3:1][C:2]1[CH:3]=[C:4]([N:9]2[CH:13]=[CH:12][C:11]([NH2:14])=[N:10]2)[CH:5]=[CH:6][C:7]=1[CH3:8]. (7) The product is: [CH:1]1([C:4]2[C:6]3[C:7](=[CH:11][C:12]([O:15][CH3:16])=[CH:13][CH:14]=3)[C:8](=[O:9])[NH:19][N:18]=2)[CH2:3][CH2:2]1. Given the reactants [CH:1]1([C:4]([C:6]2[CH:14]=[CH:13][C:12]([O:15][CH3:16])=[CH:11][C:7]=2[C:8](O)=[O:9])=O)[CH2:3][CH2:2]1.O.[NH2:18][NH2:19], predict the reaction product. (8) Given the reactants CCN(C(C)C)C(C)C.[N:10]1([C:19]2[CH:24]=[CH:23][C:22]([CH2:25][C:26]([OH:28])=O)=[CH:21][CH:20]=2)[C:18]2[CH:17]=[CH:16][N:15]=[CH:14][C:13]=2[N:12]=[CH:11]1.[NH2:29][C:30]1[CH:31]=[C:32]([C:36]([F:39])([F:38])[F:37])[CH:33]=[CH:34][CH:35]=1.CN(C(ON1N=NC2C=CC=CC1=2)=[N+](C)C)C.[B-](F)(F)(F)F, predict the reaction product. The product is: [N:10]1([C:19]2[CH:20]=[CH:21][C:22]([CH2:25][C:26]([NH:29][C:30]3[CH:35]=[CH:34][CH:33]=[C:32]([C:36]([F:37])([F:38])[F:39])[CH:31]=3)=[O:28])=[CH:23][CH:24]=2)[C:18]2[CH:17]=[CH:16][N:15]=[CH:14][C:13]=2[N:12]=[CH:11]1. (9) Given the reactants [CH:1]1([C:7]([OH:31])([C:25]2[CH:30]=[CH:29][CH:28]=[CH:27][CH:26]=2)[C:8]([O:10][CH2:11][CH:12]2[CH2:17][CH2:16][N:15](C(OC(C)(C)C)=O)[CH2:14][CH2:13]2)=[O:9])[CH2:6][CH2:5][CH2:4][CH2:3][CH2:2]1.[ClH:32], predict the reaction product. The product is: [ClH:32].[CH:25]1([C:7]([OH:31])([C:1]2[CH:6]=[CH:5][CH:4]=[CH:3][CH:2]=2)[C:8]([O:10][CH2:11][CH:12]2[CH2:17][CH2:16][NH:15][CH2:14][CH2:13]2)=[O:9])[CH2:30][CH2:29][CH2:28][CH2:27][CH2:26]1. (10) Given the reactants Br[C:2]1[CH:3]=[C:4]([C:9]([OH:11])=O)[CH:5]=[N:6][C:7]=1Cl.[N:12]1[CH:17]=[CH:16][CH:15]=[CH:14][C:13]=1[CH2:18][OH:19].[Cl:20][C:21]1[CH:26]=[CH:25][C:24](B(O)O)=[CH:23][CH:22]=1.[NH2:30][CH2:31][C@@:32]([CH3:37])([CH:34]1[CH2:36][CH2:35]1)[OH:33], predict the reaction product. The product is: [Cl:20][C:21]1[CH:26]=[CH:25][C:24]([C:2]2[C:7]([O:19][CH2:18][C:13]3[CH:14]=[CH:15][CH:16]=[CH:17][N:12]=3)=[N:6][CH:5]=[C:4]([CH:3]=2)[C:9]([NH:30][CH2:31][C@@:32]([CH:34]2[CH2:36][CH2:35]2)([OH:33])[CH3:37])=[O:11])=[CH:23][CH:22]=1.